Task: Predict the reactants needed to synthesize the given product.. Dataset: Full USPTO retrosynthesis dataset with 1.9M reactions from patents (1976-2016) (1) Given the product [CH3:1][CH:2]1[CH2:10][CH:9]2[C:4]3([CH:20]=[N:19][C:18]([CH3:21])=[CH:17][C:5]3=[CH:6][CH:7]([CH2:11][C:12]([OH:14])=[O:13])[CH2:8]2)[NH:3]1, predict the reactants needed to synthesize it. The reactants are: [CH3:1][CH:2]1[CH2:10][CH:9]2[C:4]3([CH:20]=[N:19][C:18]([CH3:21])=[CH:17][C:5]3=[CH:6][CH:7]([CH2:11][C:12]([O:14]CC)=[O:13])[CH2:8]2)[NH:3]1.[OH-].[Na+].Cl. (2) Given the product [Cl:22][C:23]1[C:24]([F:39])=[C:25]([C:29]2[CH:37]=[CH:36][CH:35]=[C:34]3[C:30]=2[C:31](=[CH:20][C:3]2[NH:4][C:5]4[CH2:10][CH2:9][N:8]([CH2:11][CH2:12][N:13]5[CH2:14][CH2:15][O:16][CH2:17][CH2:18]5)[C:7](=[O:19])[C:6]=4[C:2]=2[CH3:1])[C:32](=[O:38])[NH:33]3)[CH:26]=[CH:27][CH:28]=1, predict the reactants needed to synthesize it. The reactants are: [CH3:1][C:2]1[C:6]2[C:7](=[O:19])[N:8]([CH2:11][CH2:12][N:13]3[CH2:18][CH2:17][O:16][CH2:15][CH2:14]3)[CH2:9][CH2:10][C:5]=2[NH:4][C:3]=1[CH:20]=O.[Cl:22][C:23]1[C:24]([F:39])=[C:25]([C:29]2[CH:37]=[CH:36][CH:35]=[C:34]3[C:30]=2[CH2:31][C:32](=[O:38])[NH:33]3)[CH:26]=[CH:27][CH:28]=1.